This data is from Forward reaction prediction with 1.9M reactions from USPTO patents (1976-2016). The task is: Predict the product of the given reaction. (1) Given the reactants [CH2:1]([O:4][C:5]([N:7]1[C:11]2[CH:12]=[CH:13][C:14]([C:16]3[CH2:22][C@H:21]4[N:18]([C:19](=[O:30])[C@@H:20]4[C@H:23]([O:25][Si](C)(C)C)[CH3:24])[C:17]=3[C:31](OCC=C)=O)=[CH:15][C:10]=2[N:9]([C:37]([O:39][CH2:40][CH:41]=[CH2:42])=[O:38])[C:8]1=[O:43])=[O:6])[CH:2]=[CH2:3].Cl.C(=O)([O-])O.[Na+].[CH2:50]1COC[CH2:51]1, predict the reaction product. The product is: [CH2:31]([C:17]1[N:18]2[C@H:21]([CH2:22][C:16]=1[C:14]1[CH:13]=[CH:12][C:11]3[N:7]([C:5]([O:4][CH2:1][CH:2]=[CH2:3])=[O:6])[C:8](=[O:43])[N:9]([C:37]([O:39][CH2:40][CH:41]=[CH2:42])=[O:38])[C:10]=3[CH:15]=1)[C@@H:20]([C@H:23]([OH:25])[CH3:24])[C:19]2=[O:30])[CH:50]=[CH2:51]. (2) Given the reactants Cl.[CH3:2][O:3][CH:4]1[CH2:7][NH:6][CH2:5]1.C(N(CC)C(C)C)(C)C.[CH3:17][C:18]1[C:19]([C:32]([O:34][CH3:35])=[O:33])=[CH:20][S:21][C:22]=1[C@@H:23]([CH:25]1[CH2:30][CH2:29][C:28](=O)[CH2:27][CH2:26]1)[CH3:24].[Li+].[BH4-].Cl, predict the reaction product. The product is: [CH3:2][O:3][CH:4]1[CH2:7][N:6]([C@H:28]2[CH2:27][CH2:26][C@H:25]([C@H:23]([C:22]3[S:21][CH:20]=[C:19]([C:32]([O:34][CH3:35])=[O:33])[C:18]=3[CH3:17])[CH3:24])[CH2:30][CH2:29]2)[CH2:5]1. (3) Given the reactants P(Cl)(Cl)(O[P:4]([O-:14])([O:6][C:7]1[CH:12]=[CH:11][C:10]([Cl:13])=[CH:9][CH:8]=1)=O)=O.[ClH:17].[CH2:18]([O:25][C:26](=[O:30])[C@H:27]([CH3:29])[NH2:28])[CH2:19][CH2:20][CH2:21][CH2:22][CH2:23][CH3:24].CCN(CC)CC, predict the reaction product. The product is: [Cl:17][P:4]([NH:28][C@H:27]([C:26]([O:25][CH2:18][CH2:19][CH2:20][CH2:21][CH2:22][CH2:23][CH3:24])=[O:30])[CH3:29])([O:6][C:7]1[CH:8]=[CH:9][C:10]([Cl:13])=[CH:11][CH:12]=1)=[O:14]. (4) Given the reactants [CH3:1][O:2][C:3]1[CH:26]=[CH:25][C:6]([CH2:7][N:8]([CH2:16][C:17]2[CH:22]=[CH:21][C:20]([O:23][CH3:24])=[CH:19][CH:18]=2)[C:9]2[CH:14]=[C:13]([CH3:15])[CH:12]=[CH:11][N:10]=2)=[CH:5][CH:4]=1.[C:27](=O)([O:31]CC)[O:28][CH2:29][CH3:30].C([N-]C(C)C)(C)C.[Li+].C(O)(=O)CC(CC(O)=O)(C(O)=O)O, predict the reaction product. The product is: [CH3:24][O:23][C:20]1[CH:19]=[CH:18][C:17]([CH2:16][N:8]([CH2:7][C:6]2[CH:5]=[CH:4][C:3]([O:2][CH3:1])=[CH:26][CH:25]=2)[C:9]2[CH:14]=[C:13]([CH2:15][C:27]([O:28][CH2:29][CH3:30])=[O:31])[CH:12]=[CH:11][N:10]=2)=[CH:22][CH:21]=1. (5) Given the reactants [C:1]([C:3]1[C:12]2[C:7](=[CH:8][CH:9]=[C:10]([O:13][C:14]3[CH:19]=[CH:18][CH:17]=[CH:16][CH:15]=3)[CH:11]=2)[C:6]([OH:20])=[C:5]([C:21](OC)=[O:22])[N:4]=1)#[N:2].[C:25]([O:29][C:30](=[O:37])[C:31]([CH2:35][NH2:36])([CH3:34])[CH2:32][CH3:33])([CH3:28])([CH3:27])[CH3:26], predict the reaction product. The product is: [C:25]([O:29][C:30](=[O:37])[C:31]([CH2:35][NH:36][C:21]([C:5]1[N:4]=[C:3]([C:1]#[N:2])[C:12]2[C:7]([C:6]=1[OH:20])=[CH:8][CH:9]=[C:10]([O:13][C:14]1[CH:15]=[CH:16][CH:17]=[CH:18][CH:19]=1)[CH:11]=2)=[O:22])([CH3:34])[CH2:32][CH3:33])([CH3:26])([CH3:27])[CH3:28].